This data is from Choline transporter screen with 302,306 compounds. The task is: Binary Classification. Given a drug SMILES string, predict its activity (active/inactive) in a high-throughput screening assay against a specified biological target. (1) The compound is OCCCNc1[nH]c2c(n1)ccc(c2)C. The result is 0 (inactive). (2) The molecule is S(c1nc(c(c(c2ccccc2)c1C#N)C(OCC)=O)C)CC(=O)N. The result is 0 (inactive). (3) The drug is Fc1c(C(OCCc2c(nc3n([nH]cn3)c2=O)C)=O)cccc1. The result is 0 (inactive). (4) The result is 0 (inactive). The molecule is S(=O)(=O)(c1c2c(n(c1)CC(=O)N(CC)CC)cccc2)CC(=O)Nc1c(cccc1)C.